The task is: Predict the product of the given reaction.. This data is from Forward reaction prediction with 1.9M reactions from USPTO patents (1976-2016). The product is: [CH:19]1([C:22]2[CH:23]=[C:24]([NH:25][C:15](=[O:17])[CH2:14][C:9]3[NH:10][C:11](=[O:13])[CH:12]=[C:7]([N:1]4[CH2:2][CH2:3][O:4][CH2:5][CH2:6]4)[N:8]=3)[CH:26]=[CH:27][CH:28]=2)[CH2:21][CH2:20]1. Given the reactants [N:1]1([C:7]2[N:8]=[C:9]([CH2:14][C:15]([O-:17])=O)[NH:10][C:11](=[O:13])[CH:12]=2)[CH2:6][CH2:5][O:4][CH2:3][CH2:2]1.[Na+].[CH:19]1([C:22]2[CH:23]=[C:24]([CH:26]=[CH:27][CH:28]=2)[NH2:25])[CH2:21][CH2:20]1, predict the reaction product.